Dataset: Forward reaction prediction with 1.9M reactions from USPTO patents (1976-2016). Task: Predict the product of the given reaction. Given the reactants [C:1]([N:5]1[CH2:10][CH2:9][N:8]([C:11](OC(C)(C)C)=[O:12])[C@@H:7]([C:18]([N:20]2[CH2:25][CH2:24][NH:23][CH2:22][CH2:21]2)=[O:19])[CH2:6]1)([CH3:4])([CH3:3])[CH3:2].[Cl:26][C:27]1[CH:32]=[CH:31][C:30]([NH:33][C:34](=O)[O:35]C2C=CC=CC=2)=[CH:29][C:28]=1[F:43], predict the reaction product. The product is: [NH3:5].[CH3:11][OH:12].[C:1]([N:5]1[CH2:10][CH2:9][NH:8][C@@H:7]([C:18]([N:20]2[CH2:25][CH2:24][N:23]([C:34]([NH:33][C:30]3[CH:31]=[CH:32][C:27]([Cl:26])=[C:28]([F:43])[CH:29]=3)=[O:35])[CH2:22][CH2:21]2)=[O:19])[CH2:6]1)([CH3:2])([CH3:4])[CH3:3].